This data is from Catalyst prediction with 721,799 reactions and 888 catalyst types from USPTO. The task is: Predict which catalyst facilitates the given reaction. (1) Reactant: [OH:1][CH2:2][CH:3]1[CH2:8][CH2:7][N:6]([CH2:9][C:10]2[CH:11]=[C:12]3[C:16](=[CH:17][CH:18]=2)[N:15]([C:19]([O:21][C:22]([CH3:25])([CH3:24])[CH3:23])=[O:20])[CH:14]=[CH:13]3)[CH2:5][CH2:4]1.N1C=CN=C1.[Si:31](Cl)([C:34]([CH3:37])([CH3:36])[CH3:35])([CH3:33])[CH3:32]. Product: [Si:31]([O:1][CH2:2][CH:3]1[CH2:8][CH2:7][N:6]([CH2:9][C:10]2[CH:11]=[C:12]3[C:16](=[CH:17][CH:18]=2)[N:15]([C:19]([O:21][C:22]([CH3:25])([CH3:24])[CH3:23])=[O:20])[CH:14]=[CH:13]3)[CH2:5][CH2:4]1)([C:34]([CH3:37])([CH3:36])[CH3:35])([CH3:33])[CH3:32]. The catalyst class is: 3. (2) Reactant: [H-].[Al+3].[Li+].[H-].[H-].[H-].[Cl:7][C:8]1[CH:16]=[CH:15][C:14]2[N:13]([CH2:17][C:18](OCC)=[O:19])[C:12]3[CH2:23][CH2:24][N:25]([CH3:27])[CH2:26][C:11]=3[C:10]=2[CH:9]=1. The catalyst class is: 1. Product: [Cl:7][C:8]1[CH:16]=[CH:15][C:14]2[N:13]([CH2:17][CH2:18][OH:19])[C:12]3[CH2:23][CH2:24][N:25]([CH3:27])[CH2:26][C:11]=3[C:10]=2[CH:9]=1. (3) Reactant: [C:1]([C:5]1[CH:13]=[CH:12][C:8]([C:9]([OH:11])=O)=[CH:7][C:6]=1[N+:14]([O-:16])=[O:15])([CH3:4])([CH3:3])[CH3:2].[C:17]1([C:23]2[S:27][C:26]([NH2:28])=[N:25][CH:24]=2)[CH:22]=[CH:21][CH:20]=[CH:19][CH:18]=1.C1CN([P+](ON2N=NC3C=CC=CC2=3)(N2CCCC2)N2CCCC2)CC1.F[P-](F)(F)(F)(F)F.C(N(C(C)C)C(C)C)C. Product: [C:1]([C:5]1[CH:13]=[CH:12][C:8]([C:9]([NH:28][C:26]2[S:27][C:23]([C:17]3[CH:22]=[CH:21][CH:20]=[CH:19][CH:18]=3)=[CH:24][N:25]=2)=[O:11])=[CH:7][C:6]=1[N+:14]([O-:16])=[O:15])([CH3:2])([CH3:3])[CH3:4]. The catalyst class is: 18. (4) Reactant: [OH:1][C:2]1[CH:12]=[CH:11][C:5]([C:6]([O:8]CC)=[O:7])=[CH:4][CH:3]=1.Br[CH2:14][CH2:15][CH2:16][CH2:17][CH2:18][CH2:19][OH:20].C(=O)([O-])[O-].[K+].[K+].CN(C)C(=O)C. Product: [OH:20][CH2:19][CH2:18][CH2:17][CH2:16][CH2:15][CH2:14][O:1][C:2]1[CH:3]=[CH:4][C:5]([C:6]([OH:8])=[O:7])=[CH:11][CH:12]=1. The catalyst class is: 6. (5) Reactant: [Cl:1][C:2]1[C:3]([C:9]([OH:11])=O)=[N:4][C:5]([Cl:8])=[CH:6][CH:7]=1.[CH:12]1[N:16]=[C:15]([NH2:17])[S:14][CH:13]=1.O.ON1C2C=CC=CC=2N=N1.Cl.CN(C)CCCN=C=NCC. Product: [Cl:1][C:2]1[C:3]([C:9]([NH:17][C:15]2[S:14][CH:13]=[CH:12][N:16]=2)=[O:11])=[N:4][C:5]([Cl:8])=[CH:6][CH:7]=1. The catalyst class is: 22. (6) Reactant: [C:1]1(B(O)O)[C:14]2[C:15]3=[C:16]4[C:11](=[CH:12][CH:13]=2)[CH:10]=[CH:9][CH:8]=[C:7]4[CH:6]=[CH:5][C:4]3=[CH:3][CH:2]=1.Br[C:21]1[CH:22]=[C:23]([C:28]2[N:33]=[C:32]([C:34]3[CH:39]=[CH:38][CH:37]=[CH:36][CH:35]=3)[N:31]=[C:30]([C:40]3[CH:45]=[CH:44][CH:43]=[CH:42][CH:41]=3)[N:29]=2)[CH:24]=[C:25](Br)[CH:26]=1.[OH-].[Na+]. Product: [C:1]1([C:21]2[CH:22]=[C:23]([C:28]3[N:33]=[C:32]([C:34]4[CH:39]=[CH:38][CH:37]=[CH:36][CH:35]=4)[N:31]=[C:30]([C:40]4[CH:45]=[CH:44][CH:43]=[CH:42][CH:41]=4)[N:29]=3)[CH:24]=[C:25]([C:8]3[C:7]4[C:16]5=[C:15]6[C:4](=[CH:5][CH:6]=4)[CH:3]=[CH:2][CH:1]=[C:14]6[CH:13]=[CH:12][C:11]5=[CH:10][CH:9]=3)[CH:26]=2)[C:14]2[C:15]3=[C:16]4[C:11](=[CH:12][CH:13]=2)[CH:10]=[CH:9][CH:8]=[C:7]4[CH:6]=[CH:5][C:4]3=[CH:3][CH:2]=1. The catalyst class is: 7. (7) Reactant: I[C:2]1[CH:3]=[C:4]2[C:9](=[CH:10][CH:11]=1)[N:8]([CH2:12][C@@H:13]1[CH2:18][CH2:17][CH2:16][NH:15][CH2:14]1)[CH:7]=[C:6]([C:19]([O:21]CC)=[O:20])[C:5]2=[O:24].[CH2:25]([NH:27][C:28]([NH:30][C:31]1[CH:36]=[C:35]([C:37]2[S:38][CH:39]=[C:40]([C:42]([F:45])([F:44])[F:43])[N:41]=2)[C:34](B2OC(C)(C)C(C)(C)O2)=[CH:33][N:32]=1)=[O:29])[CH3:26].C(=O)([O-])[O-].[Cs+].[Cs+].[OH-].[Li+]. Product: [CH2:25]([NH:27][C:28](=[O:29])[NH:30][C:31]1[N:32]=[CH:33][C:34]([C:2]2[CH:3]=[C:4]3[C:9](=[CH:10][CH:11]=2)[N:8]([CH2:12][C@@H:13]2[CH2:18][CH2:17][CH2:16][NH:15][CH2:14]2)[CH:7]=[C:6]([C:19]([OH:21])=[O:20])[C:5]3=[O:24])=[C:35]([C:37]2[S:38][CH:39]=[C:40]([C:42]([F:43])([F:44])[F:45])[N:41]=2)[CH:36]=1)[CH3:26]. The catalyst class is: 70.